From a dataset of Full USPTO retrosynthesis dataset with 1.9M reactions from patents (1976-2016). Predict the reactants needed to synthesize the given product. (1) The reactants are: [CH3:1][O:2][C:3]1[CH:12]=[C:11]2[C:6]([C:7]([N:13]([CH3:21])[C:14]3[CH:19]=[CH:18][C:17]([NH2:20])=[CH:16][CH:15]=3)=[CH:8][CH:9]=[N:10]2)=[N:5][CH:4]=1.Cl[C:23]1[C:32]2[C:27](=[CH:28][CH:29]=[CH:30][CH:31]=2)[C:26]([C:33]2[CH:38]=[CH:37][CH:36]=[CH:35][CH:34]=2)=[N:25][N:24]=1. Given the product [CH3:1][O:2][C:3]1[CH:12]=[C:11]2[C:6]([C:7]([N:13]([CH3:21])[C:14]3[CH:19]=[CH:18][C:17]([NH:20][C:23]4[C:32]5[C:27](=[CH:28][CH:29]=[CH:30][CH:31]=5)[C:26]([C:33]5[CH:38]=[CH:37][CH:36]=[CH:35][CH:34]=5)=[N:25][N:24]=4)=[CH:16][CH:15]=3)=[CH:8][CH:9]=[N:10]2)=[N:5][CH:4]=1, predict the reactants needed to synthesize it. (2) Given the product [N:33]([CH:12]([C:14]1[CH:19]=[CH:18][C:17]([Cl:20])=[CH:16][CH:15]=1)[C:4]1[N:3]([CH:21]([CH3:23])[CH3:22])[C:2]([Br:1])=[N:6][C:5]=1[C:7]([O:9][CH2:10][CH3:11])=[O:8])=[N+:34]=[N-:35], predict the reactants needed to synthesize it. The reactants are: [Br:1][C:2]1[N:3]([CH:21]([CH3:23])[CH3:22])[C:4]([CH:12]([C:14]2[CH:19]=[CH:18][C:17]([Cl:20])=[CH:16][CH:15]=2)O)=[C:5]([C:7]([O:9][CH2:10][CH3:11])=[O:8])[N:6]=1.CS(OS(C)(=O)=O)(=O)=O.[N-:33]=[N+:34]=[N-:35].C([N+](CCCC)(CCCC)CCCC)CCC. (3) Given the product [CH3:10][O:9][C:7]1[CH:6]=[C:5]([NH:11][C:12](=[O:26])[CH2:13][N:14]2[C:18]3[C:19]([CH2:23][OH:24])=[CH:20][CH:21]=[CH:22][C:17]=3[N:16]=[CH:15]2)[CH:4]=[C:3]([O:2][CH3:1])[CH:8]=1, predict the reactants needed to synthesize it. The reactants are: [CH3:1][O:2][C:3]1[CH:4]=[C:5]([NH:11][C:12](=[O:26])[CH2:13][N:14]2[C:18]3[C:19]([C:23](O)=[O:24])=[CH:20][CH:21]=[CH:22][C:17]=3[N:16]=[CH:15]2)[CH:6]=[C:7]([O:9][CH3:10])[CH:8]=1. (4) Given the product [CH:53]1([S:50]([NH:49][C:47]([C@@:13]23[CH2:46][C@H:12]2[CH:11]=[CH:10][CH2:9][CH2:8][CH2:7][CH2:6][CH2:5][C@H:4]([NH:3][C:60]([N:59]([CH2:63][CH3:64])[CH2:56][CH3:57])=[O:68])[C:18](=[O:19])[N:17]2[CH2:20][C@H:21]([O:23][C:24]4[C:33]5[C:28](=[C:29]([CH3:36])[C:30]([O:34][CH3:35])=[CH:31][CH:32]=5)[N:27]=[C:26]([C:37]5[S:38][CH:39]=[C:40]([CH:42]([CH3:43])[CH3:44])[N:41]=5)[CH:25]=4)[CH2:22][C@H:16]2[C:15](=[O:45])[NH:14]3)=[O:48])(=[O:51])=[O:52])[CH2:54][CH2:55]1, predict the reactants needed to synthesize it. The reactants are: Cl.Cl.[NH2:3][C@@H:4]1[C:18](=[O:19])[N:17]2[CH2:20][C@H:21]([O:23][C:24]3[C:33]4[C:28](=[C:29]([CH3:36])[C:30]([O:34][CH3:35])=[CH:31][CH:32]=4)[N:27]=[C:26]([C:37]4[S:38][CH:39]=[C:40]([CH:42]([CH3:44])[CH3:43])[N:41]=4)[CH:25]=3)[CH2:22][C@H:16]2[C:15](=[O:45])[NH:14][C@:13]2([C:47]([NH:49][S:50]([CH:53]3[CH2:55][CH2:54]3)(=[O:52])=[O:51])=[O:48])[CH2:46][C@H:12]2[CH:11]=[CH:10][CH2:9][CH2:8][CH2:7][CH2:6][CH2:5]1.[CH:56]([N:59]([CH2:63][CH3:64])[CH:60](C)C)(C)[CH3:57].ClC(Cl)([O:68]C(=O)OC(Cl)(Cl)Cl)Cl.C(NCC)C.